From a dataset of Forward reaction prediction with 1.9M reactions from USPTO patents (1976-2016). Predict the product of the given reaction. (1) Given the reactants Cl.Cl.[NH2:3][CH2:4][CH2:5][C:6]1[N:7]([CH2:20][CH2:21][CH3:22])[N:8]=[C:9]2[C:18]=1[C:17]1[CH:16]=[CH:15][CH:14]=[CH:13][C:12]=1[N:11]=[C:10]2[NH2:19].[OH-].[Na+].Cl, predict the reaction product. The product is: [NH2:3][CH2:4][CH2:5][C:6]1[N:7]([CH2:20][CH2:21][CH3:22])[N:8]=[C:9]2[C:18]=1[C:17]1[CH:16]=[CH:15][CH:14]=[CH:13][C:12]=1[N:11]=[C:10]2[NH2:19]. (2) Given the reactants [CH3:1][O:2][C:3]([C:5]1[CH:6]=[CH:7][C:8]2[C:12]([CH:13]=1)=[N:11][N:10]([N+]([O-])=O)[CH:9]=2)=[O:4].[CH3:17][N:18]1[CH2:23][CH2:22][NH:21][CH2:20][CH2:19]1, predict the reaction product. The product is: [CH3:1][O:2][C:3]([C:5]1[CH:13]=[C:12]2[C:8]([C:9]([N:21]3[CH2:22][CH2:23][N:18]([CH3:17])[CH2:19][CH2:20]3)=[N:10][NH:11]2)=[CH:7][CH:6]=1)=[O:4]. (3) Given the reactants [K].[CH3:2][O:3][CH2:4][C:5]([CH:7]1[CH2:11][CH2:10][N:9]([C:12]([O:14][CH2:15][C:16]2[CH:21]=[CH:20][CH:19]=[CH:18][CH:17]=2)=[O:13])[C:8]1=[O:22])=O.Cl.O.C1(C)C=CC(S(O)(=O)=O)=CC=1.[Br:36][C:37]1[CH:43]=[CH:42][C:40]([NH2:41])=[CH:39][CH:38]=1.C(=O)(O)[O-].[Na+], predict the reaction product. The product is: [Br:36][C:37]1[CH:43]=[CH:42][C:40]([NH:41][C:5](=[C:7]2[CH2:11][CH2:10][N:9]([C:12]([O:14][CH2:15][C:16]3[CH:21]=[CH:20][CH:19]=[CH:18][CH:17]=3)=[O:13])[C:8]2=[O:22])[CH2:4][O:3][CH3:2])=[CH:39][CH:38]=1. (4) Given the reactants ClC(OCC(C)C)=O.C[N:10]1[CH2:15][CH2:14][O:13][CH2:12][CH2:11]1.[NH2:16][C:17]1[N:26]=[C:25]([C:27]([OH:29])=O)[C:24]2[C:19](=[CH:20][CH:21]=[CH:22][CH:23]=2)[N:18]=1.OC1CCNC1, predict the reaction product. The product is: [NH2:16][C:17]1[N:26]=[C:25]([C:27]([N:10]2[CH2:15][CH2:14][CH:12]([OH:13])[CH2:11]2)=[O:29])[C:24]2[C:19](=[CH:20][CH:21]=[CH:22][CH:23]=2)[N:18]=1.